Dataset: Full USPTO retrosynthesis dataset with 1.9M reactions from patents (1976-2016). Task: Predict the reactants needed to synthesize the given product. (1) Given the product [Cl:1][C:2]1[N:7]=[C:6]([NH:10][C:11]2[CH:12]=[C:13]([NH:17][C:18](=[O:24])[O:19][C:20]([CH3:22])([CH3:21])[CH3:23])[CH:14]=[CH:15][CH:16]=2)[C:5]([F:9])=[CH:4][N:3]=1, predict the reactants needed to synthesize it. The reactants are: [Cl:1][C:2]1[N:7]=[C:6](Cl)[C:5]([F:9])=[CH:4][N:3]=1.[NH2:10][C:11]1[CH:12]=[C:13]([NH:17][C:18](=[O:24])[O:19][C:20]([CH3:23])([CH3:22])[CH3:21])[CH:14]=[CH:15][CH:16]=1.CCN(C(C)C)C(C)C. (2) Given the product [CH3:16][N:17]1[C:21]([CH2:22][CH2:23][C:24]2[CH:25]=[CH:26][C:27]([C:30]([F:31])([F:32])[F:33])=[CH:28][CH:29]=2)=[C:20]([C:34]2[O:35][C:38]([C:40]3[CH:45]=[CH:44][C:43]([S:46]([NH2:49])(=[O:47])=[O:48])=[CH:42][CH:41]=3)=[N:37][N:36]=2)[CH:19]=[N:18]1, predict the reactants needed to synthesize it. The reactants are: CC[N+](S(N=C(OC)[O-])(=O)=O)(CC)CC.[CH3:16][N:17]1[C:21]([CH2:22][CH2:23][C:24]2[CH:29]=[CH:28][C:27]([C:30]([F:33])([F:32])[F:31])=[CH:26][CH:25]=2)=[C:20]([C:34]([NH:36][NH:37][C:38]([C:40]2[CH:45]=[CH:44][C:43]([S:46]([NH2:49])(=[O:48])=[O:47])=[CH:42][CH:41]=2)=O)=[O:35])[CH:19]=[N:18]1.